This data is from Full USPTO retrosynthesis dataset with 1.9M reactions from patents (1976-2016). The task is: Predict the reactants needed to synthesize the given product. (1) Given the product [CH:1]1([CH2:7][N:8]2[C:13]([C:14]3[CH:19]=[C:18]([C:20]([CH3:23])([CH3:22])[CH3:21])[CH:17]=[C:16]([C:24]([CH3:27])([CH3:26])[CH3:25])[CH:15]=3)=[N:11][C:10](=[S:12])[NH:9]2)[CH2:6][CH2:5][CH2:4][CH2:3][CH2:2]1, predict the reactants needed to synthesize it. The reactants are: [CH:1]1([CH2:7][N:8]([C:13](=O)[C:14]2[CH:19]=[C:18]([C:20]([CH3:23])([CH3:22])[CH3:21])[CH:17]=[C:16]([C:24]([CH3:27])([CH3:26])[CH3:25])[CH:15]=2)[NH:9][C:10](=[S:12])[NH2:11])[CH2:6][CH2:5][CH2:4][CH2:3][CH2:2]1.Cl. (2) Given the product [Cl:20][C:18]1[CH:17]=[C:13]([CH:12]=[C:11]([Cl:10])[CH:19]=1)[C:14]([N:64]1[CH2:65][CH2:66][N:61]([C:43](=[O:42])[CH2:44][NH:45][C:46](=[O:60])[C:47]2[CH:48]=[CH:49][C:50]([NH:53][C:54]3[CH:55]=[CH:56][CH:57]=[CH:58][CH:59]=3)=[CH:51][CH:52]=2)[CH2:62][CH2:63]1)=[O:16], predict the reactants needed to synthesize it. The reactants are: CCN(C(C)C)C(C)C.[Cl:10][C:11]1[CH:12]=[C:13]([CH:17]=[C:18]([Cl:20])[CH:19]=1)[C:14]([OH:16])=O.CCN=C=NCCCN(C)C.C1C=CC2N(O)N=NC=2C=1.[O:42]=[C:43]([N:61]1[CH2:66][CH2:65][NH:64][CH2:63][CH2:62]1)[CH2:44][NH:45][C:46](=[O:60])[C:47]1[CH:52]=[CH:51][C:50]([NH:53][C:54]2[CH:59]=[CH:58][CH:57]=[CH:56][CH:55]=2)=[CH:49][CH:48]=1.Cl.